This data is from NCI-60 drug combinations with 297,098 pairs across 59 cell lines. The task is: Regression. Given two drug SMILES strings and cell line genomic features, predict the synergy score measuring deviation from expected non-interaction effect. Drug 1: CC1(CCCN1)C2=NC3=C(C=CC=C3N2)C(=O)N. Drug 2: CNC(=O)C1=NC=CC(=C1)OC2=CC=C(C=C2)NC(=O)NC3=CC(=C(C=C3)Cl)C(F)(F)F. Cell line: UACC62. Synergy scores: CSS=55.9, Synergy_ZIP=14.9, Synergy_Bliss=16.1, Synergy_Loewe=-4.61, Synergy_HSA=13.8.